This data is from Catalyst prediction with 721,799 reactions and 888 catalyst types from USPTO. The task is: Predict which catalyst facilitates the given reaction. (1) Reactant: [F:1][C:2]1[C:3]([CH3:25])=[C:4]([C:17]2[CH:22]=[CH:21][CH:20]=[C:19]([CH:23]=[O:24])[CH:18]=2)[C:5]([CH3:16])=[CH:6][C:7]=1[O:8][CH2:9][CH2:10][CH2:11][S:12]([CH3:15])(=[O:14])=[O:13].CO.[BH4-].[Na+].Cl. Product: [F:1][C:2]1[C:3]([CH3:25])=[C:4]([C:17]2[CH:22]=[CH:21][CH:20]=[C:19]([CH2:23][OH:24])[CH:18]=2)[C:5]([CH3:16])=[CH:6][C:7]=1[O:8][CH2:9][CH2:10][CH2:11][S:12]([CH3:15])(=[O:13])=[O:14]. The catalyst class is: 7. (2) Reactant: [H-].[Na+].[Cl:3][C:4]1[C:5]2[CH:12]=[CH:11][NH:10][C:6]=2[N:7]=[CH:8][N:9]=1.[CH:13]1(Br)[CH2:17][CH2:16][CH2:15][CH2:14]1. Product: [Cl:3][C:4]1[C:5]2[CH:12]=[CH:11][N:10]([CH:13]3[CH2:17][CH2:16][CH2:15][CH2:14]3)[C:6]=2[N:7]=[CH:8][N:9]=1. The catalyst class is: 3.